Task: Binary Classification. Given a T-cell receptor sequence (or CDR3 region) and an epitope sequence, predict whether binding occurs between them.. Dataset: TCR-epitope binding with 47,182 pairs between 192 epitopes and 23,139 TCRs (1) The epitope is GTITSGWTF. The TCR CDR3 sequence is CASSEANTGELFF. Result: 0 (the TCR does not bind to the epitope). (2) The epitope is FVDGVPFVV. The TCR CDR3 sequence is CASSYQLQYTEAFF. Result: 0 (the TCR does not bind to the epitope). (3) The epitope is LLQTGIHVRVSQPSL. The TCR CDR3 sequence is CASRLGQGAVSPLHF. Result: 1 (the TCR binds to the epitope).